This data is from Forward reaction prediction with 1.9M reactions from USPTO patents (1976-2016). The task is: Predict the product of the given reaction. The product is: [N:1]1[C:10]2[C:5](=[CH:6][C:7]([O:11][CH2:12][CH2:13][O:14][C:15]3[CH:22]=[CH:21][C:18]([CH:19]=[C:24]([C:23]([O:30][CH3:31])=[O:29])[C:25]([O:27][CH3:28])=[O:26])=[CH:17][CH:16]=3)=[CH:8][CH:9]=2)[CH:4]=[CH:3][CH:2]=1. Given the reactants [N:1]1[C:10]2[C:5](=[CH:6][C:7]([O:11][CH2:12][CH2:13][O:14][C:15]3[CH:22]=[CH:21][C:18]([CH:19]=O)=[CH:17][CH:16]=3)=[CH:8][CH:9]=2)[CH:4]=[CH:3][CH:2]=1.[C:23]([O:30][CH3:31])(=[O:29])[CH2:24][C:25]([O:27][CH3:28])=[O:26].C([O-])(=O)C.[NH2+]1CCCCC1, predict the reaction product.